This data is from Forward reaction prediction with 1.9M reactions from USPTO patents (1976-2016). The task is: Predict the product of the given reaction. (1) Given the reactants [S:1]1[C:5]2[CH:6]=[CH:7][CH:8]=[CH:9][C:4]=2[NH:3][CH2:2]1.NC1C=CC=CC=1S.C=O.[C:20]([C:24]1[CH:25]=[C:26]([CH:30]=[C:31]([S:35]([CH3:38])(=[O:37])=[O:36])[C:32]=1[O:33][CH3:34])[C:27](Cl)=[O:28])([CH3:23])([CH3:22])[CH3:21], predict the reaction product. The product is: [C:20]([C:24]1[CH:25]=[C:26]([CH:30]=[C:31]([S:35]([CH3:38])(=[O:36])=[O:37])[C:32]=1[O:33][CH3:34])[C:27]([N:3]1[C:4]2[CH:9]=[CH:8][CH:7]=[CH:6][C:5]=2[S:1][CH2:2]1)=[O:28])([CH3:23])([CH3:21])[CH3:22]. (2) Given the reactants [CH2:1]([O:8][C:9](=S)[CH2:10][C:11]([C:13]1[CH:18]=[CH:17][C:16]([O:19][CH3:20])=[CH:15][CH:14]=1)=O)[C:2]1[CH:7]=[CH:6][CH:5]=[CH:4][CH:3]=1.Cl.[CH:23]([NH:26][NH2:27])([CH3:25])[CH3:24].C(N(CC)CC)C.O, predict the reaction product. The product is: [CH2:1]([O:8][C:9]1[CH:10]=[C:11]([C:13]2[CH:18]=[CH:17][C:16]([O:19][CH3:20])=[CH:15][CH:14]=2)[N:26]([CH:23]([CH3:25])[CH3:24])[N:27]=1)[C:2]1[CH:7]=[CH:6][CH:5]=[CH:4][CH:3]=1.